Dataset: Forward reaction prediction with 1.9M reactions from USPTO patents (1976-2016). Task: Predict the product of the given reaction. Given the reactants C[O:2][C:3]([C:5]1[N:6]([CH2:14][C:15]2[CH:19]=[C:18]([C:20]3[S:21][C:22]([Cl:25])=[CH:23][CH:24]=3)[O:17][N:16]=2)[C:7]2[C:12]([CH:13]=1)=[CH:11][CH:10]=[CH:9][CH:8]=2)=[O:4].O.[OH-].[Li+].Cl, predict the reaction product. The product is: [Cl:25][C:22]1[S:21][C:20]([C:18]2[O:17][N:16]=[C:15]([CH2:14][N:6]3[C:7]4[C:12](=[CH:11][CH:10]=[CH:9][CH:8]=4)[CH:13]=[C:5]3[C:3]([OH:4])=[O:2])[CH:19]=2)=[CH:24][CH:23]=1.